This data is from Full USPTO retrosynthesis dataset with 1.9M reactions from patents (1976-2016). The task is: Predict the reactants needed to synthesize the given product. (1) The reactants are: [CH3:1][O:2][C:3]1[CH:19]=[CH:18][C:6]([CH2:7][NH:8][CH2:9][C:10]2[CH:15]=[C:14]([Cl:16])[CH:13]=[CH:12][C:11]=2Br)=[CH:5][CH:4]=1.C([O-])([O-])=O.[K+].[K+].[CH2:26]([N:33]=[C:34]=[O:35])[C:27]1[CH:32]=[CH:31][CH:30]=[CH:29][CH:28]=1. Given the product [CH3:1][O:2][C:3]1[CH:19]=[CH:18][C:6]([CH2:7][N:8]2[CH2:9][C:10]3[C:11](=[CH:12][CH:13]=[C:14]([Cl:16])[CH:15]=3)[N:33]([CH2:26][C:27]3[CH:32]=[CH:31][CH:30]=[CH:29][CH:28]=3)[C:34]2=[O:35])=[CH:5][CH:4]=1, predict the reactants needed to synthesize it. (2) Given the product [C:1]1([N:7]2[C:19]([C:20](=[O:22])[CH3:21])=[CH:10][CH:9]=[N:8]2)[CH:2]=[CH:3][CH:4]=[CH:5][CH:6]=1, predict the reactants needed to synthesize it. The reactants are: [C:1]1([NH:7][N:8]=[CH:9][CH:10]=O)[CH:6]=[CH:5][CH:4]=[CH:3][CH:2]=1.C(=O)([O-])[O-].[K+].[K+].Cl[CH2:19][C:20](=[O:22])[CH3:21].